This data is from Forward reaction prediction with 1.9M reactions from USPTO patents (1976-2016). The task is: Predict the product of the given reaction. (1) The product is: [CH:1]([O:4][CH2:5][CH2:6][CH2:7][NH:8][S:28]([C:27]1[CH:19]=[C:20]([CH:24]=[CH:25][CH:26]=1)[C:21]([OH:23])=[O:22])(=[O:30])=[O:29])([CH3:3])[CH3:2]. Given the reactants [CH:1]([O:4][CH2:5][CH2:6][CH2:7][NH2:8])([CH3:3])[CH3:2].C(N(CC)C(C)C)(C)C.C[C:19]1[C:27]([S:28](Cl)(=[O:30])=[O:29])=[CH:26][CH:25]=[CH:24][C:20]=1[C:21]([OH:23])=[O:22], predict the reaction product. (2) Given the reactants [N+:1]([C:4]1[CH:5]=[CH:6][C:7]([C:11]([F:14])([F:13])[F:12])=[C:8]([OH:10])[CH:9]=1)([O-])=O.BrC1C=CC([N+]([O-])=O)=CC=1O, predict the reaction product. The product is: [NH2:1][C:4]1[CH:5]=[CH:6][C:7]([C:11]([F:12])([F:13])[F:14])=[C:8]([OH:10])[CH:9]=1. (3) The product is: [F:17][C:14]1[CH:15]=[CH:16][C:11]([C:10]2[C:2]([O:18][CH2:19][CH:20]3[CH2:22][CH2:21]3)=[N:3][CH:4]=[C:5]([CH:9]=2)[C:6]([OH:8])=[O:7])=[CH:12][CH:13]=1. Given the reactants Cl[C:2]1[C:10]([C:11]2[CH:16]=[CH:15][C:14]([F:17])=[CH:13][CH:12]=2)=[CH:9][C:5]([C:6]([OH:8])=[O:7])=[CH:4][N:3]=1.[OH:18][CH2:19][CH:20]1[CH2:22][CH2:21]1, predict the reaction product.